Dataset: Clinical trial toxicity outcomes and FDA approval status for drugs. Task: Regression/Classification. Given a drug SMILES string, predict its toxicity properties. Task type varies by dataset: regression for continuous values (e.g., LD50, hERG inhibition percentage) or binary classification for toxic/non-toxic outcomes (e.g., AMES mutagenicity, cardiotoxicity, hepatotoxicity). Dataset: clintox. (1) The compound is C[NH+](C)CCCN1c2ccccc2Sc2ccc(Cl)cc21. The result is 0 (passed clinical trial). (2) The compound is CCCCc1oc2ccc(NS(C)(=O)=O)cc2c1C(=O)c1ccc(OCCC[NH+](CCCC)CCCC)cc1. The result is 0 (passed clinical trial).